Dataset: Retrosynthesis with 50K atom-mapped reactions and 10 reaction types from USPTO. Task: Predict the reactants needed to synthesize the given product. (1) The reactants are: CCc1cc(O)ccc1CCC(=O)OC.N#Cc1cccc(Br)c1. Given the product CCc1cc(Oc2cccc(C#N)c2)ccc1CCC(=O)OC, predict the reactants needed to synthesize it. (2) Given the product Cc1ccoc1C(=O)Nc1cccc(C#Cc2cc(C(=O)N=S(C)(=O)CCCCC(=O)O)cnc2N)c1, predict the reactants needed to synthesize it. The reactants are: COC(=O)CCCCS(C)(=O)=NC(=O)c1cnc(N)c(C#Cc2cccc(NC(=O)c3occc3C)c2)c1.